From a dataset of Full USPTO retrosynthesis dataset with 1.9M reactions from patents (1976-2016). Predict the reactants needed to synthesize the given product. Given the product [F:1][C:2]([F:43])([C:34]1[CH:39]=[CH:38][CH:37]=[C:36]([N+:40]([O-:42])=[O:41])[CH:35]=1)[C:3]1[C:4]2[CH:25]=[CH:24][N:23]([CH2:26][O:27][CH2:28][CH2:29][Si:30]([CH3:32])([CH3:33])[CH3:31])[C:5]=2[N:6]=[C:7]([NH:9][C:10]2[CH:15]=[N:46][C:13]([N:16]3[CH2:17][CH2:18][N:19]([CH3:22])[CH2:20][CH2:21]3)=[CH:12][CH:11]=2)[N:8]=1, predict the reactants needed to synthesize it. The reactants are: [F:1][C:2]([F:43])([C:34]1[CH:39]=[CH:38][CH:37]=[C:36]([N+:40]([O-:42])=[O:41])[CH:35]=1)[C:3]1[C:4]2[CH:25]=[CH:24][N:23]([CH2:26][O:27][CH2:28][CH2:29][Si:30]([CH3:33])([CH3:32])[CH3:31])[C:5]=2[N:6]=[C:7]([NH:9][C:10]2[CH:15]=C[C:13]([N:16]3[CH2:21][CH2:20][N:19]([CH3:22])[CH2:18][CH2:17]3)=[CH:12][CH:11]=2)[N:8]=1.ClC1[N:46]=C(C(F)(F)C2C=CC=C([N+]([O-])=O)C=2)C2C=CN(COCC[Si](C)(C)C)C=2N=1.Cl.NC1C=NC(N2CCN(C)CC2)=CC=1.